From a dataset of Catalyst prediction with 721,799 reactions and 888 catalyst types from USPTO. Predict which catalyst facilitates the given reaction. (1) Reactant: [F:1][C:2]1[CH:28]=[CH:27][C:5]([O:6][C:7]2[CH:8]=[C:9]([N:13]3[CH2:18][C@@H:17]4[CH2:19][C@H:14]3[CH2:15][N:16]4C(OC(C)(C)C)=O)[CH:10]=[N:11][CH:12]=2)=[CH:4][CH:3]=1.[ClH:29]. Product: [ClH:29].[ClH:29].[F:1][C:2]1[CH:28]=[CH:27][C:5]([O:6][C:7]2[CH:8]=[C:9]([N:13]3[CH2:18][C@@H:17]4[CH2:19][C@H:14]3[CH2:15][NH:16]4)[CH:10]=[N:11][CH:12]=2)=[CH:4][CH:3]=1. The catalyst class is: 13. (2) Reactant: [F:1][C:2]1[CH:7]=[CH:6][C:5]([F:8])=[CH:4][C:3]=1[C@H:9]1[CH2:13][CH2:12][CH2:11][N:10]1[C:14]1[CH:15]=[CH:16][C:17]2[N:18]([C:20]([NH2:23])=[CH:21][N:22]=2)[N:19]=1.[C:24]([C:26]1[CH:27]=[C:28]([N:32]=[C:33]=[O:34])[CH:29]=[CH:30][CH:31]=1)#[N:25]. Product: [C:24]([C:26]1[CH:27]=[C:28]([NH:32][C:33]([NH:23][C:20]2[N:18]3[N:19]=[C:14]([N:10]4[CH2:11][CH2:12][CH2:13][C@@H:9]4[C:3]4[CH:4]=[C:5]([F:8])[CH:6]=[CH:7][C:2]=4[F:1])[CH:15]=[CH:16][C:17]3=[N:22][CH:21]=2)=[O:34])[CH:29]=[CH:30][CH:31]=1)#[N:25]. The catalyst class is: 2. (3) Reactant: [C:1]([CH2:3][C@H:4]1[CH2:9][CH2:8][C@H:7]([N:10]2[C:14]3=[C:15]4[S:21][CH:20]=[CH:19][C:16]4=[N:17][CH:18]=[C:13]3[N:12]=[C:11]2[C@H:22]([OH:24])[CH3:23])[CH2:6][C@H:5]1[NH:25]C(=O)OCC1C=CC=CC=1)#[N:2]. Product: [NH2:25][C@@H:5]1[CH2:6][C@@H:7]([N:10]2[C:14]3=[C:15]4[S:21][CH:20]=[CH:19][C:16]4=[N:17][CH:18]=[C:13]3[N:12]=[C:11]2[C@H:22]([OH:24])[CH3:23])[CH2:8][CH2:9][C@@H:4]1[CH2:3][C:1]#[N:2]. The catalyst class is: 43. (4) The catalyst class is: 50. Reactant: [CH2:1]([N:8](C)[C:9]1[CH:10]=[CH:11][C:12]2[CH2:16][O:15][B:14]([OH:17])[C:13]=2[CH:18]=1)C1C=CC=CC=1. Product: [CH3:1][NH:8][C:9]1[CH:10]=[CH:11][C:12]2[CH2:16][O:15][B:14]([OH:17])[C:13]=2[CH:18]=1. (5) Reactant: [CH3:1][N:2]1[C:6]([C:7]2[CH:8]=[C:9]([NH2:22])[CH:10]=[CH:11][C:12]=2[O:13][CH2:14][CH2:15][N:16]2[CH2:21][CH2:20][O:19][CH2:18][CH2:17]2)=[CH:5][CH:4]=[N:3]1.[F:23][C:24]1[CH:32]=[C:31]([F:33])[CH:30]=[CH:29][C:25]=1[C:26](Cl)=[O:27].C(N(CC)CC)C. Product: [F:23][C:24]1[CH:32]=[C:31]([F:33])[CH:30]=[CH:29][C:25]=1[C:26]([NH:22][C:9]1[CH:10]=[CH:11][C:12]([O:13][CH2:14][CH2:15][N:16]2[CH2:21][CH2:20][O:19][CH2:18][CH2:17]2)=[C:7]([C:6]2[N:2]([CH3:1])[N:3]=[CH:4][CH:5]=2)[CH:8]=1)=[O:27]. The catalyst class is: 1. (6) The catalyst class is: 34. Product: [CH2:1]([O:8][C:9]1[CH:14]=[CH:13][N:12]([CH2:15][CH2:16][C:17]([CH3:25])([S:21]([CH3:24])(=[O:22])=[O:23])[C:18]([NH:52][O:51][CH:46]2[CH2:47][CH2:48][CH2:49][CH2:50][O:45]2)=[O:19])[C:11](=[O:26])[CH:10]=1)[C:2]1[CH:7]=[CH:6][CH:5]=[CH:4][CH:3]=1. Reactant: [CH2:1]([O:8][C:9]1[CH:14]=[CH:13][N:12]([CH2:15][CH2:16][C:17]([CH3:25])([S:21]([CH3:24])(=[O:23])=[O:22])[C:18](O)=[O:19])[C:11](=[O:26])[CH:10]=1)[C:2]1[CH:7]=[CH:6][CH:5]=[CH:4][CH:3]=1.O.ON1C2C=CC=CC=2N=N1.C(N(CC)CC)C.[O:45]1[CH2:50][CH2:49][CH2:48][CH2:47][CH:46]1[O:51][NH2:52]. (7) Reactant: [C:1]([O:5][C:6]([N:8]1[CH:14]([C:15](=O)[NH:16][CH2:17][C:18]([C:20]2[CH:25]=[CH:24][C:23]([Br:26])=[CH:22][CH:21]=2)=O)[CH2:13][C:10]2([CH2:12][CH2:11]2)[CH2:9]1)=[O:7])([CH3:4])([CH3:3])[CH3:2].C([O-])(=O)C.[NH4+:32]. Product: [C:1]([O:5][C:6]([N:8]1[CH:14]([C:15]2[NH:32][C:18]([C:20]3[CH:25]=[CH:24][C:23]([Br:26])=[CH:22][CH:21]=3)=[CH:17][N:16]=2)[CH2:13][C:10]2([CH2:12][CH2:11]2)[CH2:9]1)=[O:7])([CH3:4])([CH3:3])[CH3:2]. The catalyst class is: 25. (8) Reactant: Cl.[CH2:2]([O:9][CH2:10][CH2:11][O:12][CH2:13][CH2:14][O:15][CH2:16][CH2:17][CH2:18][CH2:19][C@H:20]1[C@@H:36]2[C@H:28]([CH2:29][CH2:30][C@@:31]3([CH3:41])[C@H:35]2[CH2:34][CH2:33][C@@H:32]3[O:37]COC)[C:27]2[CH:26]=[CH:25][C:24]([O:42]COC)=[CH:23][C:22]=2[C:21]1=[O:46])[C:3]1[CH:8]=[CH:7][CH:6]=[CH:5][CH:4]=1.O. Product: [CH2:2]([O:9][CH2:10][CH2:11][O:12][CH2:13][CH2:14][O:15][CH2:16][CH2:17][CH2:18][CH2:19][C@H:20]1[C@@H:36]2[C@H:28]([CH2:29][CH2:30][C@@:31]3([CH3:41])[C@H:35]2[CH2:34][CH2:33][C@@H:32]3[OH:37])[C:27]2[CH:26]=[CH:25][C:24]([OH:42])=[CH:23][C:22]=2[C:21]1=[O:46])[C:3]1[CH:4]=[CH:5][CH:6]=[CH:7][CH:8]=1. The catalyst class is: 1. (9) Reactant: [C:1]([O:5][C:6]([N:8]1[CH2:13][CH2:12][C:11](=O)[C:10](=[CH:15]N(C)C)[CH2:9]1)=[O:7])([CH3:4])([CH3:3])[CH3:2].C(=O)(O)O.[NH2:23][C:24]([NH2:26])=[NH:25].O.O.O.C([O-])(=O)C.[Na+]. Product: [C:1]([O:5][C:6]([N:8]1[CH2:13][CH2:12][C:11]2[N:25]=[C:24]([NH2:26])[N:23]=[CH:15][C:10]=2[CH2:9]1)=[O:7])([CH3:4])([CH3:2])[CH3:3]. The catalyst class is: 5. (10) Reactant: [CH2:1]([C:9]1[C:10]([C:22]([F:25])([F:24])[F:23])=[C:11]2[C:15]3=[C:16]([CH2:18][NH:19][CH2:20][CH2:21][N:14]3[CH:13]=[CH:12]2)[CH:17]=1)[CH2:2][C:3]1[CH:8]=[CH:7][CH:6]=[CH:5][CH:4]=1.Br[CH2:27][CH2:28][O:29][Si:30]([C:33]([CH3:36])([CH3:35])[CH3:34])([CH3:32])[CH3:31].C(N(C(C)C)CC)(C)C. Product: [Si:30]([O:29][CH2:28][CH2:27][CH:21]1[N:14]2[C:15]3[C:11]([CH:12]=[CH:13]2)=[C:10]([C:22]([F:25])([F:24])[F:23])[C:9]([CH2:1][CH2:2][C:3]2[CH:4]=[CH:5][CH:6]=[CH:7][CH:8]=2)=[CH:17][C:16]=3[CH2:18][NH:19][CH2:20]1)([C:33]([CH3:36])([CH3:35])[CH3:34])([CH3:32])[CH3:31]. The catalyst class is: 1.